This data is from Forward reaction prediction with 1.9M reactions from USPTO patents (1976-2016). The task is: Predict the product of the given reaction. (1) The product is: [C:1]([S:14]([N:17]([CH2:19][CH2:47][CH2:48][CH2:49][CH2:50][CH2:51][CH2:52][CH2:53][CH2:54][CH2:55][CH2:56][OH:57])[CH3:18])(=[O:16])=[O:15])([C:4]([C:7]([C:10]([F:11])([F:13])[F:12])([F:8])[F:9])([F:5])[F:6])([F:2])[F:3]. Given the reactants [C:1]([S:14]([N:17]([CH2:19]CCCO)[CH3:18])(=[O:16])=[O:15])([C:4]([C:7]([C:10]([F:13])([F:12])[F:11])([F:9])[F:8])([F:6])[F:5])([F:3])[F:2].C(S(NC)(=O)=O)(C(C(C(F)(F)F)(F)F)(F)F)(F)F.O(C)[Na].BrC[CH2:47][CH2:48][CH2:49][CH2:50][CH2:51][CH2:52][CH2:53][CH2:54][CH2:55][CH2:56][OH:57], predict the reaction product. (2) Given the reactants [CH3:1][C@@H:2]1[CH2:7][O:6][CH2:5][CH2:4][N:3]1[C:8]1[CH:13]=[CH:12][C:11]([N+:14]([O-])=O)=[CH:10][N:9]=1, predict the reaction product. The product is: [CH3:1][C@@H:2]1[CH2:7][O:6][CH2:5][CH2:4][N:3]1[C:8]1[N:9]=[CH:10][C:11]([NH2:14])=[CH:12][CH:13]=1. (3) Given the reactants Cl.[NH2:2][OH:3].[C:4](O[C:4]([O:6][C:7]([CH3:10])([CH3:9])[CH3:8])=[O:5])([O:6][C:7]([CH3:10])([CH3:9])[CH3:8])=[O:5].[C:19](=[O:22])(O)[O-:20].[Na+].[C:24](OCC)(=O)C.[CH2:30]1[CH2:34]OC[CH2:31]1, predict the reaction product. The product is: [C:7]([O:6][C:4]([O:3][NH:2][C:19](=[O:22])[O:20][C:30]([CH3:31])([CH3:34])[CH3:24])=[O:5])([CH3:10])([CH3:9])[CH3:8]. (4) Given the reactants [CH2:1]([O:8][C:9]1[N:14]=[CH:13][C:12]([OH:15])=[CH:11][CH:10]=1)[C:2]1[CH:7]=[CH:6][CH:5]=[CH:4][CH:3]=1.[H-].[Na+].[CH3:18][O:19][CH2:20]Cl, predict the reaction product. The product is: [CH2:1]([O:8][C:9]1[CH:10]=[CH:11][C:12]([O:15][CH2:18][O:19][CH3:20])=[CH:13][N:14]=1)[C:2]1[CH:3]=[CH:4][CH:5]=[CH:6][CH:7]=1.